From a dataset of Catalyst prediction with 721,799 reactions and 888 catalyst types from USPTO. Predict which catalyst facilitates the given reaction. (1) Reactant: C([O:8][C:9]([C@@H:11]1[CH2:19][C@H:18]2[C@H:13]([CH2:14][CH2:15][CH2:16][CH2:17]2)[NH:12]1)=[O:10])C1C=CC=CC=1.CO.[OH-].[Na+].Cl. Product: [NH:12]1[C@@H:13]2[C@@H:18]([CH2:17][CH2:16][CH2:15][CH2:14]2)[CH2:19][C@H:11]1[C:9]([OH:10])=[O:8]. The catalyst class is: 6. (2) Reactant: [Cl:1][C:2]1[CH:9]=[C:6]([CH:7]=[O:8])[C:5]([OH:10])=[CH:4][CH:3]=1.[O:11]1[CH2:16][CH2:15][CH:14](OS(C)(=O)=O)[CH2:13][CH2:12]1.C([O-])([O-])=O.[K+].[K+]. Product: [Cl:1][C:2]1[CH:3]=[CH:4][C:5]([O:10][CH:14]2[CH2:15][CH2:16][O:11][CH2:12][CH2:13]2)=[C:6]([CH:9]=1)[CH:7]=[O:8]. The catalyst class is: 9. (3) Reactant: [Cl:1][C:2]1[N:7]=[C:6]([N:8](C(OC(C)(C)C)=O)[N:9](C(OC(C)(C)C)=O)C(OC(C)(C)C)=O)[C:5]([F:31])=[C:4]([N:32]([CH3:39])[CH2:33][C:34]2[S:35][CH:36]=[CH:37][N:38]=2)[N:3]=1.Cl. Product: [Cl:1][C:2]1[N:3]=[C:4]([N:32]([CH3:39])[CH2:33][C:34]2[S:35][CH:36]=[CH:37][N:38]=2)[C:5]([F:31])=[C:6]([NH:8][NH2:9])[N:7]=1. The catalyst class is: 5. (4) The catalyst class is: 9. Reactant: Br[C:2]([CH3:17])([CH3:16])[C:3]([NH:5][C:6]1[CH:11]=[CH:10][CH:9]=[C:8]([CH:12]([CH3:14])[CH3:13])[C:7]=1[OH:15])=[O:4].C(=O)([O-])[O-].[K+].[K+].Cl. Product: [CH:12]([C:8]1[C:7]2[O:15][C:2]([CH3:17])([CH3:16])[C:3](=[O:4])[NH:5][C:6]=2[CH:11]=[CH:10][CH:9]=1)([CH3:14])[CH3:13].